Dataset: Experimental lipophilicity measurements (octanol/water distribution) for 4,200 compounds from AstraZeneca. Task: Regression/Classification. Given a drug SMILES string, predict its absorption, distribution, metabolism, or excretion properties. Task type varies by dataset: regression for continuous measurements (e.g., permeability, clearance, half-life) or binary classification for categorical outcomes (e.g., BBB penetration, CYP inhibition). For this dataset (lipophilicity_astrazeneca), we predict Y. (1) The compound is CCN1CCN(Cc2cnc(-c3ccc(C(=O)Nc4ccccc4N)cc3)c(C)c2)CC1. The Y is 1.20 logD. (2) The molecule is NS(=O)(=O)c1ccc(CCNc2ccc3nnc(-c4ccccc4)n3n2)cc1. The Y is 2.19 logD. (3) The compound is Cc1ccc(CO)cc1N(C)c1ccnc(Nc2cc(C(=O)N3CCOCC3)cc(N3CCOCC3)c2)n1. The Y is 2.20 logD. (4) The drug is CN(C)C(=O)N[C@H]1CC[C@H](CCN2[C@H]3CC[C@@H]2C[C@H](Oc2cccc(C(N)=O)c2)C3)CC1. The Y is 0.120 logD. (5) The molecule is COc1ccc(NC(=O)CSc2nnc(C)n2-c2ccc(C)cc2)cc1. The Y is 2.94 logD. (6) The drug is c1ccc(Sc2ccc3ccccc3n2)cc1. The Y is 3.92 logD.